From a dataset of Peptide-MHC class II binding affinity with 134,281 pairs from IEDB. Regression. Given a peptide amino acid sequence and an MHC pseudo amino acid sequence, predict their binding affinity value. This is MHC class II binding data. (1) The binding affinity (normalized) is 0.182. The peptide sequence is EGATPEAKYDAYVAT. The MHC is HLA-DQA10102-DQB10502 with pseudo-sequence HLA-DQA10102-DQB10502. (2) The peptide sequence is VGAATGAATAATGGY. The MHC is HLA-DPA10201-DPB10501 with pseudo-sequence HLA-DPA10201-DPB10501. The binding affinity (normalized) is 0. (3) The peptide sequence is NHFFNHHKVMLLGHD. The MHC is DRB3_0202 with pseudo-sequence DRB3_0202. The binding affinity (normalized) is 0.417. (4) The peptide sequence is AAATAGTTKYGAFAA. The MHC is HLA-DPA10103-DPB10401 with pseudo-sequence HLA-DPA10103-DPB10401. The binding affinity (normalized) is 0.0991. (5) The peptide sequence is DGKTPRAVNACGIN. The MHC is H-2-IAd with pseudo-sequence H-2-IAd. The binding affinity (normalized) is 0.109. (6) The peptide sequence is CGSTDEYCSPDHNCQ. The MHC is DRB1_0901 with pseudo-sequence DRB1_0901. The binding affinity (normalized) is 0.105.